Dataset: NCI-60 drug combinations with 297,098 pairs across 59 cell lines. Task: Regression. Given two drug SMILES strings and cell line genomic features, predict the synergy score measuring deviation from expected non-interaction effect. Drug 1: CN1CCC(CC1)COC2=C(C=C3C(=C2)N=CN=C3NC4=C(C=C(C=C4)Br)F)OC. Drug 2: C1=CC(=CC=C1CC(C(=O)O)N)N(CCCl)CCCl.Cl. Cell line: MOLT-4. Synergy scores: CSS=45.8, Synergy_ZIP=1.28, Synergy_Bliss=6.26, Synergy_Loewe=-12.7, Synergy_HSA=6.17.